From a dataset of Reaction yield outcomes from USPTO patents with 853,638 reactions. Predict the reaction yield, written as a fraction of the theoretical maximum amount of product (1.0 means a 100% yield; for example, 0.34 means a 34% yield). (1) The reactants are [NH2:1][C:2]1[C:3]([NH:9][CH:10]2[CH2:15][CH2:14][CH2:13][N:12]([C:16]([O:18][C:19]([CH3:22])([CH3:21])[CH3:20])=[O:17])[CH2:11]2)=[CH:4][C:5]([Br:8])=[N:6][CH:7]=1.[CH:23](OCC)(OCC)OCC. No catalyst specified. The product is [Br:8][C:5]1[N:6]=[CH:7][C:2]2[N:1]=[CH:23][N:9]([CH:10]3[CH2:15][CH2:14][CH2:13][N:12]([C:16]([O:18][C:19]([CH3:22])([CH3:21])[CH3:20])=[O:17])[CH2:11]3)[C:3]=2[CH:4]=1. The yield is 0.700. (2) The reactants are Br[C:2]1[CH:3]=[C:4]2[N:12]([CH3:13])[CH:11]=[CH:10][C:5]2=[N:6][C:7]=1[C:8]#[N:9].CC1(C)C2C(=C(P(C3C=CC=CC=3)C3C=CC=CC=3)C=CC=2)OC2C(P(C3C=CC=CC=3)C3C=CC=CC=3)=CC=CC1=2.C(=O)([O-])[O-].[Cs+].[Cs+].Cl.[F:63][C:64]1([F:68])[CH2:67][NH:66][CH2:65]1. The catalyst is O1CCOCC1.CCOC(C)=O.C([O-])(=O)C.[Pd+2].C([O-])(=O)C. The product is [F:63][C:64]1([F:68])[CH2:67][N:66]([C:2]2[CH:3]=[C:4]3[N:12]([CH3:13])[CH:11]=[CH:10][C:5]3=[N:6][C:7]=2[C:8]#[N:9])[CH2:65]1. The yield is 0.290. (3) The reactants are Br[CH2:2][C:3]([C:5]1[CH:10]=[CH:9][C:8]([N+:11]([O-:13])=[O:12])=[CH:7][CH:6]=1)=[O:4].[BH4-].[Na+].C(=O)([O-])[O-].[K+].[K+]. The catalyst is CO. The product is [N+:11]([C:8]1[CH:9]=[CH:10][C:5]([CH:3]2[CH2:2][O:4]2)=[CH:6][CH:7]=1)([O-:13])=[O:12]. The yield is 0.990. (4) The reactants are [CH3:1][O:2][C:3]1[N:8]=[C:7]([C:9](O)=[O:10])[CH:6]=[CH:5][CH:4]=1.[H-].[Al+3].[Li+].[H-].[H-].[H-].[C@H](O)(C([O-])=O)[C@@H](O)C([O-])=O.[Na+].[K+]. The catalyst is O1CCCC1. The product is [CH3:1][O:2][C:3]1[N:8]=[C:7]([CH2:9][OH:10])[CH:6]=[CH:5][CH:4]=1. The yield is 0.690. (5) The reactants are [C:1]1([C:7]2[CH:8]=[C:9]([CH:12]=[CH:13][CH:14]=2)[CH:10]=O)[CH:6]=[CH:5][CH:4]=[CH:3][CH:2]=1.[N+:15]([CH3:18])([O-:17])=[O:16].C([O-])(=O)C.[NH4+].[BH4-].[Na+]. The catalyst is O.C(O)(=O)C. The product is [N+:15]([CH2:18][CH2:10][C:9]1[CH:8]=[C:7]([C:1]2[CH:6]=[CH:5][CH:4]=[CH:3][CH:2]=2)[CH:14]=[CH:13][CH:12]=1)([O-:17])=[O:16]. The yield is 0.710. (6) The reactants are [CH3:1][C:2]1[NH:6][C:5]2[CH:7]=[CH:8][C:9]([CH2:11][OH:12])=[CH:10][C:4]=2[N:3]=1.[Si:13](Cl)([C:16]([CH3:19])([CH3:18])[CH3:17])([CH3:15])[CH3:14].N1C=CN=C1. The catalyst is CN(C=O)C. The product is [Si:13]([O:12][CH2:11][C:9]1[CH:8]=[CH:7][C:5]2[NH:6][C:2]([CH3:1])=[N:3][C:4]=2[CH:10]=1)([C:16]([CH3:19])([CH3:18])[CH3:17])([CH3:15])[CH3:14]. The yield is 0.940.